From a dataset of Reaction yield outcomes from USPTO patents with 853,638 reactions. Predict the reaction yield, written as a fraction of the theoretical maximum amount of product (1.0 means a 100% yield; for example, 0.34 means a 34% yield). (1) The reactants are [C:1]1([C:20]2[CH:25]=[CH:24][CH:23]=[CH:22][CH:21]=2)[CH:6]=[CH:5][C:4]([O:7][CH2:8][CH2:9][CH2:10][CH2:11]/[CH:12]=[CH:13]/[CH:14]([OH:19])[C:15]([F:18])([F:17])[F:16])=[CH:3][CH:2]=1.CC(OI1(OC(C)=O)(OC(C)=O)OC(=O)C2C=CC=CC1=2)=O. The catalyst is ClCCl.[OH-].[Na+].C(OCC)C. The product is [C:1]1([C:20]2[CH:21]=[CH:22][CH:23]=[CH:24][CH:25]=2)[CH:6]=[CH:5][C:4]([O:7][CH2:8][CH2:9][CH2:10][CH2:11]/[CH:12]=[CH:13]/[C:14](=[O:19])[C:15]([F:17])([F:18])[F:16])=[CH:3][CH:2]=1. The yield is 0.900. (2) The reactants are C(OC(=O)[NH:7][CH2:8][CH2:9][C@@H:10]([OH:15])[C:11]([CH3:14])([CH3:13])[CH3:12])(C)(C)C.Cl. The catalyst is O1CCOCC1. The product is [NH2:7][CH2:8][CH2:9][C@@H:10]([OH:15])[C:11]([CH3:14])([CH3:13])[CH3:12]. The yield is 0.570.